From a dataset of Full USPTO retrosynthesis dataset with 1.9M reactions from patents (1976-2016). Predict the reactants needed to synthesize the given product. (1) Given the product [C:1]([O:5][C:6]([NH:8][C@@H:9]([CH2:10][C:11]1[CH:12]=[CH:13][CH:14]=[CH:15][CH:16]=1)[C:17](=[O:19])[CH:30]([Cl:32])[Cl:31])=[O:7])([CH3:2])([CH3:3])[CH3:4], predict the reactants needed to synthesize it. The reactants are: [C:1]([O:5][C:6]([NH:8][C@H:9]([C:17]([OH:19])=O)[CH2:10][C:11]1[CH:16]=[CH:15][CH:14]=[CH:13][CH:12]=1)=[O:7])([CH3:4])([CH3:3])[CH3:2].C([N-]C(C)C)(C)C.[Li+].Cl.O.[CH2:30]([Cl:32])[Cl:31]. (2) Given the product [CH:2]([C@@H:3]1[C@@H:7]([C:8]2[CH:13]=[CH:12][CH:11]=[CH:10][CH:9]=2)[CH2:6][N:5]([CH2:14][C:15]2([P:20]([O:21][CH2:22][CH3:23])(=[O:24])[O:25][CH2:26][CH3:27])[CH2:19][CH2:18][CH2:17][CH2:16]2)[CH2:4]1)=[O:1], predict the reactants needed to synthesize it. The reactants are: [OH:1][CH2:2][C@@H:3]1[C@@H:7]([C:8]2[CH:13]=[CH:12][CH:11]=[CH:10][CH:9]=2)[CH2:6][N:5]([CH2:14][C:15]2([P:20]([O:25][CH2:26][CH3:27])(=[O:24])[O:21][CH2:22][CH3:23])[CH2:19][CH2:18][CH2:17][CH2:16]2)[CH2:4]1.[Si](OC[C@@H]1[C@@H](C2C=CC=CC=2)CNC1)(C(C)(C)C)(C)C.